This data is from Reaction yield outcomes from USPTO patents with 853,638 reactions. The task is: Predict the reaction yield, written as a fraction of the theoretical maximum amount of product (1.0 means a 100% yield; for example, 0.34 means a 34% yield). (1) The reactants are [OH-].[Li+].[I:3][C:4]1[CH:5]=[C:6]([CH:11]=[CH:12][C:13]=1[O:14][CH3:15])[C:7]([O:9]C)=[O:8].Cl. The catalyst is C1COCC1.CO.O.O. The product is [I:3][C:4]1[CH:5]=[C:6]([CH:11]=[CH:12][C:13]=1[O:14][CH3:15])[C:7]([OH:9])=[O:8]. The yield is 1.00. (2) The reactants are [N-:1]=[N+:2]=[N-:3].[Na+].[CH3:5][O:6][C:7]1[CH:12]=[CH:11][C:10]([CH2:13][CH2:14][CH2:15][CH2:16]OS(C2C=CC(C)=CC=2)(=O)=O)=[CH:9][CH:8]=1. The catalyst is CN(C=O)C. The product is [CH3:5][O:6][C:7]1[CH:12]=[CH:11][C:10]([CH2:13][CH2:14][CH2:15][CH2:16][N:1]=[N+:2]=[N-:3])=[CH:9][CH:8]=1. The yield is 0.950. (3) The reactants are [C:1]1([N:7]2[C:12](=[O:13])[N:11]([CH3:14])[C:10](=[O:15])[C:9]([C:16]([OH:18])=O)=[N:8]2)[CH:6]=[CH:5][CH:4]=[CH:3][CH:2]=1.S(Cl)([Cl:21])=O. No catalyst specified. The product is [C:1]1([N:7]2[C:12](=[O:13])[N:11]([CH3:14])[C:10](=[O:15])[C:9]([C:16]([Cl:21])=[O:18])=[N:8]2)[CH:6]=[CH:5][CH:4]=[CH:3][CH:2]=1. The yield is 0.875. (4) The reactants are I[C:2]1[CH:7]=[CH:6][N:5]=[C:4]2[N:8](CC3C=CC(OC)=CC=3)[N:9]=[C:10]([CH:11]([CH3:13])[CH3:12])[C:3]=12.IC1C=CN=C2NN=C(C(C)C)C=12.COC1C=CC(CCl)=CC=1.Cl.[CH3:47][N:48]1[CH:52]=[C:51]([C:53]2[N:54]=[CH:55][NH:56][CH:57]=2)[CH:50]=[N:49]1. The product is [CH:11]([C:10]1[C:3]2[C:4](=[N:5][CH:6]=[CH:7][C:2]=2[N:56]2[CH:57]=[C:53]([C:51]3[CH:50]=[N:49][N:48]([CH3:47])[CH:52]=3)[N:54]=[CH:55]2)[NH:8][N:9]=1)([CH3:12])[CH3:13]. No catalyst specified. The yield is 0.630. (5) The product is [F:1][C:2]1[CH:3]=[C:4]([C:8]2[C:12]([CH2:13][O:14][C:15]3[CH:23]=[CH:22][C:18]([C:19]([NH:30][CH:34]([CH3:35])[CH3:33])=[O:21])=[CH:17][N:16]=3)=[C:11]([CH3:24])[O:10][N:9]=2)[CH:5]=[CH:6][CH:7]=1. The reactants are [F:1][C:2]1[CH:3]=[C:4]([C:8]2[C:12]([CH2:13][O:14][C:15]3[CH:23]=[CH:22][C:18]([C:19]([OH:21])=O)=[CH:17][N:16]=3)=[C:11]([CH3:24])[O:10][N:9]=2)[CH:5]=[CH:6][CH:7]=1.F[B-](F)(F)F.[N:30]1(OC(N(C)C)=[N+](C)C)[C:34]2[CH:35]=CC=C[C:33]=2N=N1.C(N(CC)C(C)C)(C)C.C(N)(C)C. The yield is 0.510. The catalyst is CN(C=O)C. (6) The reactants are [CH3:1][O:2][C:3]1[CH:4]=[C:5]([C:11]#[C:12][C:13]2[CH:14]=[N:15][C:16]([NH:19][C:20]3[C:25]([N+:26]([O-])=O)=[CH:24][CH:23]=[CH:22][C:21]=3[CH3:29])=[N:17][CH:18]=2)[CH:6]=[C:7]([O:9][CH3:10])[CH:8]=1.[Cl-].[NH4+]. The catalyst is C(O)C.O.[Fe]. The product is [CH3:1][O:2][C:3]1[CH:4]=[C:5]([C:11]#[C:12][C:13]2[CH:14]=[N:15][C:16]([NH:19][C:20]3[C:25]([NH2:26])=[CH:24][CH:23]=[CH:22][C:21]=3[CH3:29])=[N:17][CH:18]=2)[CH:6]=[C:7]([O:9][CH3:10])[CH:8]=1. The yield is 0.440. (7) The reactants are [CH2:1]([C:3]1[S:12][C:6]2[N:7]=[CH:8][N:9]=[C:10]([NH2:11])[C:5]=2[CH:4]=1)[CH3:2].[H-].[Na+].[CH3:15][CH:16](Br)[C:17]1[CH:22]=[CH:21][CH:20]=[CH:19][CH:18]=1. The catalyst is CN(C)C=O. The product is [CH2:1]([C:3]1[S:12][C:6]2[N:7]=[CH:8][N:9]=[C:10]([NH:11][CH:16]([C:17]3[CH:22]=[CH:21][CH:20]=[CH:19][CH:18]=3)[CH3:15])[C:5]=2[CH:4]=1)[CH3:2]. The yield is 0.560.